This data is from Catalyst prediction with 721,799 reactions and 888 catalyst types from USPTO. The task is: Predict which catalyst facilitates the given reaction. (1) Reactant: [C:1](O)(=O)[CH3:2].Cl[CH2:6][C:7]([O-])=O.[C:10](=[O:12])=[O:11].[CH:13]1[CH:18]=[CH:17][CH:16]=[CH:15][CH:14]=1. Product: [CH3:15][CH:14]([CH2:13][CH2:18][CH2:17][CH2:16][CH2:15][CH2:14][CH2:6][CH2:7][CH2:1][CH3:2])[CH2:13][CH2:18][CH2:17][C:10]([OH:12])=[O:11]. The catalyst class is: 45. (2) Reactant: [OH-].[Na+].[Br:3][C:4]1[S:8][C:7]([C:9]([C@H:12]2[CH2:17][CH2:16][C@H:15]([C:18]([O:20]CCCC)=[O:19])[CH2:14][CH2:13]2)([OH:11])[CH3:10])=[N:6][CH:5]=1.Cl.O. Product: [Br:3][C:4]1[S:8][C:7]([C:9]([C@H:12]2[CH2:17][CH2:16][C@H:15]([C:18]([OH:20])=[O:19])[CH2:14][CH2:13]2)([OH:11])[CH3:10])=[N:6][CH:5]=1. The catalyst class is: 5. (3) Reactant: Br[C:2]1[CH:7]=[CH:6][C:5]([Cl:8])=[CH:4][C:3]=1[CH3:9].[CH3:10][O:11][C:12]1[CH:17]=[CH:16][CH:15]=[CH:14][C:13]=1B(O)O.C(=O)([O-])[O-].[K+].[K+].CC1C=CC(S(OCC2CC3C(C4C=CC=CC=4)=CC=CC=3O2)(=O)=O)=CC=1. Product: [CH3:10][O:11][C:12]1[C:13]([C:2]2[CH:7]=[CH:6][C:5]([Cl:8])=[CH:4][C:3]=2[CH3:9])=[CH:14][CH:15]=[CH:16][CH:17]=1. The catalyst class is: 608. (4) Reactant: [CH3:1][C:2]1[C:3]([CH2:9][N:10]([CH2:17][C:18]2[C:27]3[C:22](=[CH:23][CH:24]=[CH:25][CH:26]=3)[CH:21]=[CH:20][N:19]=2)[CH2:11][CH2:12]CCNC)=[N:4][CH:5]=[C:6]([CH3:8])[CH:7]=1.CCN(C(C)C)C(C)C.[NH:37]1[CH:41]=[CH:40][N:39]=[C:38]1[NH:42][C:43]([N:45]1[CH:49]=[CH:48]N=[CH:46]1)=[O:44]. Product: [CH3:1][C:2]1[C:3]([CH2:9][N:10]([CH2:17][C:18]2[C:27]3[C:22](=[CH:23][CH:24]=[CH:25][CH:26]=3)[CH:21]=[CH:20][N:19]=2)[CH2:11][CH2:12][CH2:48][CH2:49][N:45]([CH3:46])[C:43]([NH:42][C:38]2[NH:37][CH:41]=[CH:40][N:39]=2)=[O:44])=[N:4][CH:5]=[C:6]([CH3:8])[CH:7]=1. The catalyst class is: 3. (5) Reactant: C(OC(=O)[NH:7][C:8]12[CH2:12][C:10]([C:13]([CH3:16])([CH3:15])[CH3:14])([CH2:11]1)[CH2:9]2)(C)(C)C.[ClH:18]. Product: [Cl-:18].[C:13]([C:10]12[CH2:12][C:8]([NH2:7])([CH2:11]1)[CH2:9]2)([CH3:16])([CH3:15])[CH3:14]. The catalyst class is: 25. (6) Reactant: [Cl:1][C:2]1[C:7]([CH:8]=[N:9]O)=[C:6]([Cl:11])[N:5]=[CH:4][N:3]=1.O=S(Cl)Cl. Product: [Cl:1][C:2]1[C:7]([C:8]#[N:9])=[C:6]([Cl:11])[N:5]=[CH:4][N:3]=1. The catalyst class is: 22. (7) Reactant: [CH3:1][CH:2]1[CH2:6][CH2:5][CH:4]([CH3:7])[N:3]1[C:8]1[N:13]=[C:12]([NH:14][C:15]2[C:16]3[N:17]([CH:31]=[CH:32][N:33]=3)[N:18]=[C:19]([C:21]3[CH:22]=[C:23]([CH:28]=[CH:29][CH:30]=3)[C:24]([O:26]C)=[O:25])[CH:20]=2)[CH:11]=[CH:10][CH:9]=1.[OH-].[Na+]. Product: [CH3:7][CH:4]1[CH2:5][CH2:6][CH:2]([CH3:1])[N:3]1[C:8]1[N:13]=[C:12]([NH:14][C:15]2[C:16]3[N:17]([CH:31]=[CH:32][N:33]=3)[N:18]=[C:19]([C:21]3[CH:22]=[C:23]([CH:28]=[CH:29][CH:30]=3)[C:24]([OH:26])=[O:25])[CH:20]=2)[CH:11]=[CH:10][CH:9]=1. The catalyst class is: 38.